This data is from Catalyst prediction with 721,799 reactions and 888 catalyst types from USPTO. The task is: Predict which catalyst facilitates the given reaction. Reactant: [CH3:1][N:2]1[C:6]([CH3:7])=[C:5]([S:8](=[O:16])(=[O:15])[NH:9][C:10]2([CH3:14])[CH2:13][O:12][CH2:11]2)[CH:4]=[C:3]1[C:17]([O:19]CC)=[O:18].[OH-].[Li+].Cl. Product: [CH3:1][N:2]1[C:6]([CH3:7])=[C:5]([S:8](=[O:16])(=[O:15])[NH:9][C:10]2([CH3:14])[CH2:11][O:12][CH2:13]2)[CH:4]=[C:3]1[C:17]([OH:19])=[O:18]. The catalyst class is: 24.